Dataset: Full USPTO retrosynthesis dataset with 1.9M reactions from patents (1976-2016). Task: Predict the reactants needed to synthesize the given product. (1) Given the product [NH2:2][C:3]1[N:12]([C:13]([NH2:15])=[O:14])[N:11]=[CH:5][CH:4]=1, predict the reactants needed to synthesize it. The reactants are: O1[CH:5]=[CH:4][CH:3]=[N:2]1.[O-]CC.[Na+].Cl.[NH2:11][NH:12][C:13]([NH2:15])=[O:14].[OH-].[Na+]. (2) Given the product [ClH:22].[F:14][C:13]1[CH:12]=[C:11]([C:15]2[CH:20]=[CH:19][CH:18]=[CH:17][C:16]=2[S:21][C:23]2[N:28]=[CH:27][CH:26]=[CH:25][N:24]=2)[CH:10]=[CH:9][C:8]=1[C:5]1[N:6]=[CH:7][C:2]([NH2:1])=[N:3][CH:4]=1, predict the reactants needed to synthesize it. The reactants are: [NH2:1][C:2]1[N:3]=[CH:4][C:5]([C:8]2[C:13]([F:14])=[CH:12][C:11]([C:15]3[C:16]([SH:21])=[CH:17][CH:18]=[CH:19][CH:20]=3)=[CH:10][CH:9]=2)=[N:6][CH:7]=1.[Cl:22][C:23]1[N:28]=[CH:27][CH:26]=[CH:25][N:24]=1.CCN(C(C)C)C(C)C.C1C=CC(P(C2C=CC=CC=2)C2C=CC=CC=2)=CC=1. (3) Given the product [O:10]1[C:14]2[CH:15]=[CH:16][C:17]([CH:19]([C:35]3[C:43]4[C:38](=[CH:39][C:40]([C:44]5[NH:49][CH2:48][CH2:47][N:45]=5)=[CH:41][CH:42]=4)[N:37]([CH3:46])[CH:36]=3)[C:20]([NH:22][S:23]([C:26]3[CH:27]=[CH:28][C:29]([CH:32]([CH3:34])[CH3:33])=[CH:30][CH:31]=3)(=[O:24])=[O:25])=[O:21])=[CH:18][C:13]=2[O:12][CH2:11]1, predict the reactants needed to synthesize it. The reactants are: C(SP([O-])(OCC)=S)C.[O:10]1[C:14]2[CH:15]=[CH:16][C:17]([CH:19]([C:35]3[C:43]4[C:38](=[CH:39][C:40]([C:44]#[N:45])=[CH:41][CH:42]=4)[N:37]([CH3:46])[CH:36]=3)[C:20]([NH:22][S:23]([C:26]3[CH:31]=[CH:30][C:29]([CH:32]([CH3:34])[CH3:33])=[CH:28][CH:27]=3)(=[O:25])=[O:24])=[O:21])=[CH:18][C:13]=2[O:12][CH2:11]1.[CH2:47](N)[CH2:48][NH2:49].